This data is from Reaction yield outcomes from USPTO patents with 853,638 reactions. The task is: Predict the reaction yield, written as a fraction of the theoretical maximum amount of product (1.0 means a 100% yield; for example, 0.34 means a 34% yield). The reactants are C([O:3][C:4]([C:6]1[N:11]=[C:10]2[N:12]([CH2:15][C:16]3[CH:17]=[C:18]4[C:23](=[CH:24][CH:25]=3)[N:22]=[CH:21][CH:20]=[CH:19]4)[N:13]=[N:14][C:9]2=[N:8][CH:7]=1)=[CH2:5])C.Cl.C([O-])(O)=O.[Na+]. The catalyst is C(#N)C. The product is [N:22]1[C:23]2[C:18](=[CH:17][C:16]([CH2:15][N:12]3[C:10]4[C:9](=[N:8][CH:7]=[C:6]([C:4](=[O:3])[CH3:5])[N:11]=4)[N:14]=[N:13]3)=[CH:25][CH:24]=2)[CH:19]=[CH:20][CH:21]=1. The yield is 0.990.